From a dataset of Forward reaction prediction with 1.9M reactions from USPTO patents (1976-2016). Predict the product of the given reaction. (1) Given the reactants [NH2:1][C:2]1[N:7]=[C:6]([Cl:8])[CH:5]=[CH:4][N:3]=1.[NH2:9][C:10]1[CH:11]=[C:12]([S:16]([NH2:19])(=[O:18])=[O:17])[CH:13]=[CH:14][CH:15]=1.Cl, predict the reaction product. The product is: [ClH:8].[NH2:1][C:2]1[N:7]=[C:6]([NH:9][C:10]2[CH:11]=[C:12]([S:16]([NH2:19])(=[O:17])=[O:18])[CH:13]=[CH:14][CH:15]=2)[CH:5]=[CH:4][N:3]=1. (2) Given the reactants C(OC(=O)[N:7]([CH2:33][C:34]1[CH:43]=[CH:42][C:37]2[O:38][CH2:39][CH2:40][O:41][C:36]=2[CH:35]=1)[CH:8]1[CH2:13][CH2:12][N:11]([CH2:14][CH2:15][N:16]2[C:25]3[C:20](=[C:21]([CH:28]([OH:31])[CH2:29][CH3:30])[CH:22]=[C:23]([O:26][CH3:27])[CH:24]=3)[CH:19]=[CH:18][C:17]2=[O:32])[CH2:10][CH2:9]1)(C)(C)C.[ClH:45].O1CCOCC1, predict the reaction product. The product is: [ClH:45].[O:38]1[C:37]2[CH:42]=[CH:43][C:34]([CH2:33][NH:7][CH:8]3[CH2:13][CH2:12][N:11]([CH2:14][CH2:15][N:16]4[C:25]5[C:20](=[C:21]([CH:28]([OH:31])[CH2:29][CH3:30])[CH:22]=[C:23]([O:26][CH3:27])[CH:24]=5)[CH:19]=[CH:18][C:17]4=[O:32])[CH2:10][CH2:9]3)=[CH:35][C:36]=2[O:41][CH2:40][CH2:39]1.